This data is from Peptide-MHC class II binding affinity with 134,281 pairs from IEDB. The task is: Regression. Given a peptide amino acid sequence and an MHC pseudo amino acid sequence, predict their binding affinity value. This is MHC class II binding data. The peptide sequence is DCIMTSYQYLIIQNT. The MHC is DRB5_0101 with pseudo-sequence DRB5_0101. The binding affinity (normalized) is 0.279.